This data is from Catalyst prediction with 721,799 reactions and 888 catalyst types from USPTO. The task is: Predict which catalyst facilitates the given reaction. Reactant: [N:1]([C@H:4]1[CH2:9][CH2:8][C@H:7]([C:10]([O:12]C)=[O:11])[CH2:6][C@H:5]1[NH:14][C:15]([O:17][C:18]([CH3:21])([CH3:20])[CH3:19])=[O:16])=[N+:2]=[N-:3].[OH-].[Li+].O. Product: [N:1]([C@H:4]1[CH2:9][CH2:8][C@H:7]([C:10]([OH:12])=[O:11])[CH2:6][C@H:5]1[NH:14][C:15]([O:17][C:18]([CH3:21])([CH3:20])[CH3:19])=[O:16])=[N+:2]=[N-:3]. The catalyst class is: 7.